Task: Predict the reactants needed to synthesize the given product.. Dataset: Full USPTO retrosynthesis dataset with 1.9M reactions from patents (1976-2016) Given the product [Cl:19][C:6]1[C:5]([CH2:9][CH2:10][C:11]2[CH:16]=[CH:15][CH:14]=[CH:13][CH:12]=2)=[CH:4][N:3]=[C:2]([NH2:1])[N:7]=1, predict the reactants needed to synthesize it. The reactants are: [NH2:1][C:2]1[N:7]=[C:6](O)[C:5]([CH2:9][CH2:10][C:11]2[CH:16]=[CH:15][CH:14]=[CH:13][CH:12]=2)=[CH:4][N:3]=1.P(Cl)(Cl)([Cl:19])=O.N.